From a dataset of Forward reaction prediction with 1.9M reactions from USPTO patents (1976-2016). Predict the product of the given reaction. (1) Given the reactants [C:1]([C:4]1[CH:9]=[CH:8][C:7]([C:10]2[CH:15]=[CH:14][CH:13]=[CH:12][C:11]=2[C:16]([NH:18][C:19]2[CH:42]=[CH:41][C:22]([NH:23][C:24](=[O:40])[CH2:25][C:26]3[N:31]=[C:30]([NH:32]C(=O)OC(C)(C)C)[CH:29]=[CH:28][CH:27]=3)=[CH:21][CH:20]=2)=[O:17])=[CH:6][CH:5]=1)(=[O:3])[CH3:2].FC(F)(F)C(O)=O.C(=O)([O-])[O-].[K+].[K+], predict the reaction product. The product is: [C:1]([C:4]1[CH:9]=[CH:8][C:7]([C:10]2[C:11]([C:16]([NH:18][C:19]3[CH:42]=[CH:41][C:22]([NH:23][C:24](=[O:40])[CH2:25][C:26]4[CH:27]=[CH:28][CH:29]=[C:30]([NH2:32])[N:31]=4)=[CH:21][CH:20]=3)=[O:17])=[CH:12][CH:13]=[CH:14][CH:15]=2)=[CH:6][CH:5]=1)(=[O:3])[CH3:2]. (2) Given the reactants [C:1]([N:4]([CH2:24][C:25]1[CH:30]=[C:29]([C:31]([F:34])([F:33])[F:32])[CH:28]=[C:27]([C:35]([F:38])([F:37])[F:36])[CH:26]=1)[CH:5]1[CH2:11][CH2:10][CH2:9][N:8]([C:12]([O:14][CH:15]([CH3:17])[CH3:16])=[O:13])[C:7]2[C:18](Br)=[CH:19][C:20]([CH3:22])=[CH:21][C:6]1=2)(=[O:3])[CH3:2].C([N:42](CC1C=C(C(F)(F)F)C=C(C(F)(F)F)C=1)C1CCCN(C(OC(C)C)=O)C2C=C(N)C=CC1=2)(=O)C, predict the reaction product. The product is: [C:1]([N:4]([CH2:24][C:25]1[CH:30]=[C:29]([C:31]([F:34])([F:33])[F:32])[CH:28]=[C:27]([C:35]([F:38])([F:37])[F:36])[CH:26]=1)[CH:5]1[CH2:11][CH2:10][CH2:9][N:8]([C:12]([O:14][CH:15]([CH3:17])[CH3:16])=[O:13])[C:7]2[C:18]([NH2:42])=[CH:19][C:20]([CH3:22])=[CH:21][C:6]1=2)(=[O:3])[CH3:2]. (3) The product is: [CH2:16]([O:8][C:5]1[CH:6]=[CH:7][C:2]([Br:1])=[CH:3][C:4]=1[F:9])[C:17]1[CH:22]=[CH:21][CH:20]=[CH:19][CH:18]=1. Given the reactants [Br:1][C:2]1[CH:7]=[CH:6][C:5]([OH:8])=[C:4]([F:9])[CH:3]=1.C(=O)([O-])[O-].[K+].[K+].[CH2:16](Br)[C:17]1[CH:22]=[CH:21][CH:20]=[CH:19][CH:18]=1, predict the reaction product. (4) The product is: [C:7]([O:11][C:12]([N:14]1[CH2:19][CH2:18][CH:17]([C:20]2[C:29]3[C:24](=[CH:25][C:26]([N:1]4[CH2:6][CH2:5][NH:4][CH2:3][CH2:2]4)=[CH:27][CH:28]=3)[N:23]=[CH:22][N:21]=2)[CH2:16][CH2:15]1)=[O:13])([CH3:10])([CH3:8])[CH3:9]. Given the reactants [NH:1]1[CH2:6][CH2:5][NH:4][CH2:3][CH2:2]1.[C:7]([O:11][C:12]([N:14]1[CH2:19][CH2:18][CH:17]([C:20]2[C:29]3[C:24](=[CH:25][C:26](F)=[CH:27][CH:28]=3)[N:23]=[CH:22][N:21]=2)[CH2:16][CH2:15]1)=[O:13])([CH3:10])([CH3:9])[CH3:8], predict the reaction product. (5) Given the reactants Br[C:2]1[CH:3]=[C:4]2[C:8](=[CH:9][CH:10]=1)[NH:7][C:6]([C:11]([NH:13][C:14]1[CH:19]=[CH:18][CH:17]=[C:16]([F:20])[CH:15]=1)=[O:12])=[CH:5]2.[B:21]1([B:21]2[O:25][C:24]([CH3:27])([CH3:26])[C:23]([CH3:29])([CH3:28])[O:22]2)[O:25][C:24]([CH3:27])([CH3:26])[C:23]([CH3:29])([CH3:28])[O:22]1.C([O-])(=O)C.[K+], predict the reaction product. The product is: [F:20][C:16]1[CH:15]=[C:14]([NH:13][C:11]([C:6]2[NH:7][C:8]3[C:4]([CH:5]=2)=[CH:3][C:2]([B:21]2[O:25][C:24]([CH3:27])([CH3:26])[C:23]([CH3:29])([CH3:28])[O:22]2)=[CH:10][CH:9]=3)=[O:12])[CH:19]=[CH:18][CH:17]=1. (6) Given the reactants [Cl:1][C:2]1[CH:3]=[C:4]([C:8]2[N:9]([CH2:20][C:21]([NH:23][CH:24]([CH3:26])[CH3:25])=[O:22])[C:10](=[O:19])[C:11]3[C:16]([CH:17]=2)=[CH:15][CH:14]=[C:13]([OH:18])[CH:12]=3)[CH:5]=[CH:6][CH:7]=1.C([O-])([O-])=O.[K+].[K+].Br[CH2:34][C@@H:35]([CH3:38])[CH2:36][OH:37].O, predict the reaction product. The product is: [Cl:1][C:2]1[CH:3]=[C:4]([C:8]2[N:9]([CH2:20][C:21]([NH:23][CH:24]([CH3:26])[CH3:25])=[O:22])[C:10](=[O:19])[C:11]3[C:16]([CH:17]=2)=[CH:15][CH:14]=[C:13]([O:18][CH2:34][C@@H:35]([CH3:38])[CH2:36][OH:37])[CH:12]=3)[CH:5]=[CH:6][CH:7]=1. (7) The product is: [CH3:14][O:13][CH:11]1[CH2:12][N:9]([CH2:8][C:5]2[CH:6]=[CH:7][C:2]([NH2:44])=[N:3][CH:4]=2)[CH2:10]1. Given the reactants Cl[C:2]1[CH:7]=[CH:6][C:5]([CH2:8][N:9]2[CH2:12][CH:11]([O:13][CH3:14])[CH2:10]2)=[CH:4][N:3]=1.C1(C2C=CC=CC=2)C=CC=CC=1P(C1CCCCC1)C1CCCCC1.C[Si]([N-:44][Si](C)(C)C)(C)C.[Li+].Cl, predict the reaction product. (8) Given the reactants [NH2:1][C@H:2]([C:4]1[N:9]=[C:8]2[CH:10]=[CH:11][N:12]([CH3:13])[C:7]2=[CH:6][C:5]=1[N:14]1[CH2:19][CH2:18][CH2:17][CH:16]([OH:20])[CH2:15]1)[CH3:3].[CH3:21][C:22]([O:25][C:26](O[C:26]([O:25][C:22]([CH3:24])([CH3:23])[CH3:21])=[O:27])=[O:27])([CH3:24])[CH3:23], predict the reaction product. The product is: [OH:20][CH:16]1[CH2:17][CH2:18][CH2:19][N:14]([C:5]2[CH:6]=[C:7]3[N:12]([CH3:13])[CH:11]=[CH:10][C:8]3=[N:9][C:4]=2[C@@H:2]([NH:1][C:26](=[O:27])[O:25][C:22]([CH3:24])([CH3:23])[CH3:21])[CH3:3])[CH2:15]1. (9) The product is: [C:2]1(=[O:1])[CH2:13][CH2:12][CH2:11][CH2:10][CH2:9][CH2:8][CH2:7][CH2:6][CH2:5][CH2:4][CH2:3]1. Given the reactants [O:1]1[CH:3]2[CH2:4][CH2:5][CH2:6][CH2:7][CH2:8][CH2:9][CH2:10][CH2:11][CH2:12][CH2:13][CH:2]12.[Br-].[Li+], predict the reaction product.